This data is from Forward reaction prediction with 1.9M reactions from USPTO patents (1976-2016). The task is: Predict the product of the given reaction. Given the reactants [NH2:1][C@H:2]1[C:8](=[O:9])[N:7]([CH2:10][C:11]2[CH:16]=[CH:15][CH:14]=[CH:13][CH:12]=2)[CH2:6][C:5]2[C:17]([CH3:29])=[C:18]([NH:21][C:22](=[O:28])[O:23][C:24]([CH3:27])([CH3:26])[CH3:25])[CH:19]=[CH:20][C:4]=2[CH2:3]1.C(N1C(=O)[C@H](N[C:46]([N:48]2[CH2:53][CH2:52][CH:51]([N:54]3[CH2:63][C:62]4[C:57](=[CH:58][CH:59]=[CH:60][CH:61]=4)[NH:56][C:55]3=[O:64])[CH2:50][CH2:49]2)=[O:47])CC2C=C(C)C(NC(=O)OC(C)(C)C)=CC=2C1)C1C=CC=CC=1, predict the reaction product. The product is: [CH2:10]([N:7]1[C:8](=[O:9])[C@H:2]([NH:1][C:46]([N:48]2[CH2:53][CH2:52][CH:51]([N:54]3[CH2:63][C:62]4[C:57](=[CH:58][CH:59]=[CH:60][CH:61]=4)[NH:56][C:55]3=[O:64])[CH2:50][CH2:49]2)=[O:47])[CH2:3][C:4]2[CH:20]=[CH:19][C:18]([NH:21][C:22](=[O:28])[O:23][C:24]([CH3:25])([CH3:26])[CH3:27])=[C:17]([CH3:29])[C:5]=2[CH2:6]1)[C:11]1[CH:16]=[CH:15][CH:14]=[CH:13][CH:12]=1.